Dataset: Reaction yield outcomes from USPTO patents with 853,638 reactions. Task: Predict the reaction yield, written as a fraction of the theoretical maximum amount of product (1.0 means a 100% yield; for example, 0.34 means a 34% yield). (1) The reactants are CNN.O=C1C2C(=CC=CC=2)C(=O)[N:6]1[N:15]([CH2:23][CH3:24])[C:16](=[O:22])[O:17][C:18]([CH3:21])([CH3:20])[CH3:19]. The catalyst is C1COCC1. The product is [CH2:23]([N:15]([C:16]([O:17][C:18]([CH3:19])([CH3:21])[CH3:20])=[O:22])[NH2:6])[CH3:24]. The yield is 0.870. (2) The reactants are Br[C:2]1[CH:9]=[CH:8][C:5]([C:6]#[N:7])=[CH:4][CH:3]=1.C([Li])CCC.C([O:18][B:19](OC(C)C)[O:20]C(C)C)(C)C.Cl. The catalyst is O1CCCC1.CCCCCC.[Cl-].[Na+]. The product is [C:6]([C:5]1[CH:8]=[CH:9][C:2]([B:19]([OH:20])[OH:18])=[CH:3][CH:4]=1)#[N:7]. The yield is 0.250.